Dataset: Reaction yield outcomes from USPTO patents with 853,638 reactions. Task: Predict the reaction yield, written as a fraction of the theoretical maximum amount of product (1.0 means a 100% yield; for example, 0.34 means a 34% yield). (1) The reactants are [Cl:1][C:2]1[CH:7]=[C:6]([Cl:8])[CH:5]=[CH:4][C:3]=1[S:9]([NH:12][C:13]1[CH:14]=[C:15]([C:19]([S:22][C:23]2[CH:28]=[CH:27][C:26]([S:29]([N:32]3[CH2:37][CH2:36][CH2:35][CH2:34][CH2:33]3)(=[O:31])=[O:30])=[CH:25][CH:24]=2)=[CH:20][N:21]=1)[C:16](O)=[O:17])(=[O:11])=[O:10].Cl.[CH3:39][NH:40][O:41][CH3:42].CN(C(ON1N=NC2C=CC=CC1=2)=[N+](C)C)C.[B-](F)(F)(F)F.CCN(C(C)C)C(C)C. The catalyst is CN(C=O)C.C(OCC)(=O)C. The product is [Cl:1][C:2]1[CH:7]=[C:6]([Cl:8])[CH:5]=[CH:4][C:3]=1[S:9]([NH:12][C:13]1[CH:14]=[C:15]([C:19]([S:22][C:23]2[CH:28]=[CH:27][C:26]([S:29]([N:32]3[CH2:37][CH2:36][CH2:35][CH2:34][CH2:33]3)(=[O:30])=[O:31])=[CH:25][CH:24]=2)=[CH:20][N:21]=1)[C:16]([N:40]([O:41][CH3:42])[CH3:39])=[O:17])(=[O:11])=[O:10]. The yield is 0.820. (2) The catalyst is CN(C=O)C. The product is [C:23]([O:22][C:20]([N:7]([CH:4]1[CH2:3][CH2:2][O:1][CH2:6][CH2:5]1)[CH2:8][C:9]([OH:11])=[O:10])=[O:19])([CH3:26])([CH3:25])[CH3:24]. The reactants are [O:1]1[CH2:6][CH2:5][CH:4]([NH:7][CH2:8][C:9]([OH:11])=[O:10])[CH2:3][CH2:2]1.CCN(CC)CC.[O:19](C(OC(C)(C)C)=O)[C:20]([O:22][C:23]([CH3:26])([CH3:25])[CH3:24])=O.Cl.O.P. The yield is 0.430. (3) The reactants are [CH2:1]([NH2:9])[CH2:2][CH2:3][CH2:4][CH2:5][CH2:6][CH2:7][CH3:8].[CH2:10]1[CH2:17][O:16][S:13](=[O:15])(=[O:14])[CH2:12][CH2:11]1.CC(C)=O. The catalyst is O1CCCC1.CCO. The product is [CH2:1]([NH:9][CH2:17][CH2:10][CH2:11][CH2:12][S:13]([OH:16])(=[O:15])=[O:14])[CH2:2][CH2:3][CH2:4][CH2:5][CH2:6][CH2:7][CH3:8]. The yield is 0.310. (4) The reactants are [H-].[Na+].[OH:3][C:4]1[CH:5]=[N:6][CH:7]=[CH:8][CH:9]=1.[Cl:10][C:11]1[CH:27]=[C:26]([Cl:28])[CH:25]=[CH:24][C:12]=1[CH2:13][NH:14][C:15](=[O:23])[C:16]1[CH:21]=[CH:20][N:19]=[C:18](F)[CH:17]=1. The catalyst is CN(C)C(=O)C. The product is [Cl:10][C:11]1[CH:27]=[C:26]([Cl:28])[CH:25]=[CH:24][C:12]=1[CH2:13][NH:14][C:15](=[O:23])[C:16]1[CH:17]=[CH:18][N:19]=[C:20]([O:3][C:4]2[CH:5]=[N:6][CH:7]=[CH:8][CH:9]=2)[CH:21]=1. The yield is 0.171. (5) The reactants are Br[C:2]1[CH:7]=[CH:6][C:5](Br)=[CH:4][CH:3]=1.C([Sn](CCCC)(CCCC)[C:14]1[O:15][CH:16]=[CH:17][CH:18]=1)CCC. The catalyst is O. The product is [O:15]1[CH:16]=[CH:17][CH:18]=[C:14]1[C:2]1[CH:7]=[CH:6][C:5]([C:16]2[O:15][CH:14]=[CH:18][CH:17]=2)=[CH:4][CH:3]=1. The yield is 0.910. (6) The reactants are [C:1]([O:5][C:6]([N:8]1[CH2:13][CH2:12][N:11]([C:14]([O:16][C:17]([CH3:20])([CH3:19])[CH3:18])=[O:15])[CH2:10][CH:9]1[C:21]([OH:23])=[O:22])=[O:7])([CH3:4])([CH3:3])[CH3:2].[C:24]([O-])([O-])=O.[Cs+].[Cs+].CI. The catalyst is C(#N)C. The product is [N:8]1([C:6]([O:5][C:1]([CH3:4])([CH3:2])[CH3:3])=[O:7])[CH2:13][CH2:12][N:11]([C:14]([O:16][C:17]([CH3:20])([CH3:19])[CH3:18])=[O:15])[CH2:10][CH:9]1[C:21]([O:23][CH3:24])=[O:22]. The yield is 0.900.